Task: Binary Classification. Given a drug SMILES string, predict its activity (active/inactive) in a high-throughput screening assay against a specified biological target.. Dataset: KCNQ2 potassium channel screen with 302,405 compounds The compound is o1c2c(c(N)c1C(=O)c1ccccc1)cccc2. The result is 0 (inactive).